Task: Predict the reactants needed to synthesize the given product.. Dataset: Full USPTO retrosynthesis dataset with 1.9M reactions from patents (1976-2016) Given the product [F:3][C:4]1[CH:9]=[C:8]([C:10]2[C:15]([CH3:16])=[CH:14][N:13]=[C:12]([O:17][CH3:18])[C:11]=2[CH3:19])[C:7]([F:20])=[CH:6][C:5]=1[C:21]1[N:25]([C@H:26]2[CH2:30][CH2:29][O:28][CH2:27]2)[N:24]=[CH:23][C:22]=1[C:31]([OH:33])=[O:32], predict the reactants needed to synthesize it. The reactants are: [OH-].[Na+].[F:3][C:4]1[CH:9]=[C:8]([C:10]2[C:15]([CH3:16])=[CH:14][N:13]=[C:12]([O:17][CH3:18])[C:11]=2[CH3:19])[C:7]([F:20])=[CH:6][C:5]=1[C:21]1[N:25]([C@H:26]2[CH2:30][CH2:29][O:28][CH2:27]2)[N:24]=[CH:23][C:22]=1[C:31]([O:33]CC)=[O:32].Cl.[Cl-].[NH4+].